From a dataset of Full USPTO retrosynthesis dataset with 1.9M reactions from patents (1976-2016). Predict the reactants needed to synthesize the given product. (1) The reactants are: [K+].[C:2]([C:4]1[C:13]([F:14])=[CH:12][C:7]2[N:8]=[C:9]([S-:11])[S:10][C:6]=2[CH:5]=1)#[N:3].[K].S[C:17]1SC2C(N=1)=NC=C(C(OCC)=O)C=2. Given the product [F:14][C:13]1[C:4]([C:2]#[N:3])=[CH:5][C:6]2[S:10][C:9]([S:11][CH3:17])=[N:8][C:7]=2[CH:12]=1, predict the reactants needed to synthesize it. (2) The reactants are: [OH:1][C:2]1[CH:11]=[CH:10][C:9](I)=[CH:8][C:3]=1[C:4]([O:6][CH3:7])=[O:5].C(=O)([O-])[O-].[Na+].[Na+].[CH3:19][C:20]1[CH:21]=[C:22]([NH:35][C:36]2[N:41]=[C:40]([C:42]([F:45])([F:44])[F:43])[CH:39]=[CH:38][N:37]=2)[CH:23]=[C:24](B2OC(C)(C)C(C)(C)O2)[CH:25]=1.C(OCC)(=O)C. Given the product [OH:1][C:2]1[CH:11]=[CH:10][C:9]([C:24]2[CH:23]=[C:22]([NH:35][C:36]3[N:41]=[C:40]([C:42]([F:45])([F:44])[F:43])[CH:39]=[CH:38][N:37]=3)[CH:21]=[C:20]([CH3:19])[CH:25]=2)=[CH:8][C:3]=1[C:4]([O:6][CH3:7])=[O:5], predict the reactants needed to synthesize it. (3) Given the product [CH3:40][O:41][C:14](=[O:39])[C@@H:15]([O:36][CH2:37][CH3:38])[C@@H:16]([C:18]1[CH:23]=[CH:22][C:21]([O:24][CH2:25][C:26]2[CH:27]=[CH:28][CH:29]=[CH:30][CH:31]=2)=[CH:20][C:19]=1[C:32]([F:34])([F:35])[F:33])[OH:17], predict the reactants needed to synthesize it. The reactants are: C([C@H]1COC(=O)N1[C:14](=[O:39])[C@@H:15]([O:36][CH2:37][CH3:38])[C@@H:16]([C:18]1[CH:23]=[CH:22][C:21]([O:24][CH2:25][C:26]2[CH:31]=[CH:30][CH:29]=[CH:28][CH:27]=2)=[CH:20][C:19]=1[C:32]([F:35])([F:34])[F:33])[OH:17])C1C=CC=CC=1.[CH3:40][O-:41].[Na+]. (4) Given the product [CH3:39][O:1][C:2]1[CH:38]=[N:37][C:5]2[N:6]([C:19]([NH:21][CH:22]([C:26]3[CH:27]=[CH:28][C:29]([O:32][C:33]([F:35])([F:34])[F:36])=[CH:30][CH:31]=3)[CH2:23][O:24][CH3:25])=[O:20])[CH2:7][C:8](=[O:18])[N:9]([CH2:10][O:11][CH2:12][CH2:13][Si:14]([CH3:17])([CH3:16])[CH3:15])[C:4]=2[CH:3]=1, predict the reactants needed to synthesize it. The reactants are: [OH:1][C:2]1[CH:38]=[N:37][C:5]2[N:6]([C:19]([NH:21][CH:22]([C:26]3[CH:31]=[CH:30][C:29]([O:32][C:33]([F:36])([F:35])[F:34])=[CH:28][CH:27]=3)[CH2:23][O:24][CH3:25])=[O:20])[CH2:7][C:8](=[O:18])[N:9]([CH2:10][O:11][CH2:12][CH2:13][Si:14]([CH3:17])([CH3:16])[CH3:15])[C:4]=2[CH:3]=1.[C:39](=O)([O-])[O-].[K+].[K+].IC.O.